From a dataset of Full USPTO retrosynthesis dataset with 1.9M reactions from patents (1976-2016). Predict the reactants needed to synthesize the given product. (1) The reactants are: [NH2:1][C:2]1[CH:3]=[C:4]([N:8]([CH2:16][C:17]2[CH:22]=[CH:21][CH:20]=[C:19]([O:23][C:24]([F:29])([F:28])[CH:25]([F:27])[F:26])[CH:18]=2)[CH2:9][CH:10]([OH:15])[C:11]([F:14])([F:13])[F:12])[CH:5]=[CH:6][CH:7]=1.C(O)(=O)C.[CH:34](=O)[CH:35]([CH3:37])[CH3:36].[BH-](OC(C)=O)(OC(C)=O)OC(C)=O.[Na+]. Given the product [CH3:34][CH:35]([CH3:37])[CH2:36][NH:1][C:2]1[CH:3]=[C:4]([N:8]([CH2:16][C:17]2[CH:22]=[CH:21][CH:20]=[C:19]([O:23][C:24]([F:28])([F:29])[CH:25]([F:26])[F:27])[CH:18]=2)[CH2:9][CH:10]([OH:15])[C:11]([F:14])([F:13])[F:12])[CH:5]=[CH:6][CH:7]=1, predict the reactants needed to synthesize it. (2) Given the product [Cl:15][C:16]1[C:17]([CH3:26])=[C:18]([S:22]([NH:14][C:10]2[CH:9]=[CH:8][C:7]([CH2:6][O:5][CH2:4][CH:1]3[CH2:3][CH2:2]3)=[C:12]([CH3:13])[N:11]=2)(=[O:24])=[O:23])[CH:19]=[CH:20][CH:21]=1, predict the reactants needed to synthesize it. The reactants are: [CH:1]1([CH2:4][O:5][CH2:6][C:7]2[CH:8]=[CH:9][C:10]([NH2:14])=[N:11][C:12]=2[CH3:13])[CH2:3][CH2:2]1.[Cl:15][C:16]1[C:17]([CH3:26])=[C:18]([S:22](Cl)(=[O:24])=[O:23])[CH:19]=[CH:20][CH:21]=1. (3) Given the product [N+:1]([C:4]1[CH:5]=[CH:6][C:7]([C:10](=[O:12])[CH:11]=[CH:13][C:15]2[CH:24]=[CH:23][C:18]([C:19]([O:21][CH3:22])=[O:20])=[CH:17][CH:16]=2)=[CH:8][CH:9]=1)([O-:3])=[O:2], predict the reactants needed to synthesize it. The reactants are: [N+:1]([C:4]1[CH:9]=[CH:8][C:7]([C:10](=[O:12])[CH3:11])=[CH:6][CH:5]=1)([O-:3])=[O:2].[CH:13]([C:15]1[CH:24]=[CH:23][C:18]([C:19]([O:21][CH3:22])=[O:20])=[CH:17][CH:16]=1)=O.N1CCCCC1.